Dataset: Full USPTO retrosynthesis dataset with 1.9M reactions from patents (1976-2016). Task: Predict the reactants needed to synthesize the given product. (1) The reactants are: C([NH:7][C:8]1[N:13]=[N:12][C:11]([CH2:14][C:15]([O-:17])=[O:16])=[CH:10][CH:9]=1)(=O)C(C)(C)C.[CH3:18][Si](C=[N+]=[N-])(C)C.C(OCC)C. Given the product [NH2:7][C:8]1[N:13]=[N:12][C:11]([CH2:14][C:15]([O:17][CH3:18])=[O:16])=[CH:10][CH:9]=1, predict the reactants needed to synthesize it. (2) The reactants are: [CH2:1]([O:8][C:9]1[C:10]([CH2:20][CH:21]([C:23]2[O:24][C:25]([CH2:28][N:29]([CH3:31])[CH3:30])=[CH:26][CH:27]=2)[NH2:22])=[CH:11][C:12]([Cl:19])=[C:13]2[C:18]=1[N:17]=[CH:16][CH:15]=[CH:14]2)[C:2]1[CH:7]=[CH:6][CH:5]=[CH:4][CH:3]=1.[C:32](Cl)(=[O:36])[CH:33]([CH3:35])[CH3:34].C(N(CC)CC)C. Given the product [CH2:1]([O:8][C:9]1[C:10]([CH2:20][CH:21]([NH:22][C:32](=[O:36])[CH:33]([CH3:35])[CH3:34])[C:23]2[O:24][C:25]([CH2:28][N:29]([CH3:30])[CH3:31])=[CH:26][CH:27]=2)=[CH:11][C:12]([Cl:19])=[C:13]2[C:18]=1[N:17]=[CH:16][CH:15]=[CH:14]2)[C:2]1[CH:7]=[CH:6][CH:5]=[CH:4][CH:3]=1, predict the reactants needed to synthesize it. (3) Given the product [N+:8]([C:5]1[N:6]=[CH:7][C:2]([N:13]2[C:12](=[O:11])[CH2:19][CH:18]3[N:20]([C:21]([O:23][C:24]([CH3:27])([CH3:26])[CH3:25])=[O:22])[CH:15]([CH2:16][CH2:17]3)[CH2:14]2)=[CH:3][CH:4]=1)([O-:10])=[O:9], predict the reactants needed to synthesize it. The reactants are: Br[C:2]1[CH:3]=[CH:4][C:5]([N+:8]([O-:10])=[O:9])=[N:6][CH:7]=1.[O:11]=[C:12]1[CH2:19][CH:18]2[N:20]([C:21]([O:23][C:24]([CH3:27])([CH3:26])[CH3:25])=[O:22])[CH:15]([CH2:16][CH2:17]2)[CH2:14][NH:13]1.